From a dataset of Reaction yield outcomes from USPTO patents with 853,638 reactions. Predict the reaction yield, written as a fraction of the theoretical maximum amount of product (1.0 means a 100% yield; for example, 0.34 means a 34% yield). The reactants are Cl.C(O[C:5](=[NH:37])[C:6]1[CH:11]=[CH:10][C:9]([NH:12][C:13]2[N:14]=[CH:15][C:16]3[CH2:22][N:21]=[C:20]([C:23]4[C:28]([F:29])=[CH:27][CH:26]=[CH:25][C:24]=4[F:30])[C:19]4[CH:31]=[C:32]([Cl:35])[CH:33]=[CH:34][C:18]=4[C:17]=3[N:36]=2)=[CH:8][CH:7]=1)C.[CH3:38][CH:39]1[CH2:44][NH:43][CH2:42][CH:41]([CH3:45])[NH:40]1. The catalyst is C(O)C. The product is [Cl:35][C:32]1[CH:33]=[CH:34][C:18]2[C:17]3[N:36]=[C:13]([NH:12][C:9]4[CH:10]=[CH:11][C:6]([C:5]([N:43]5[CH2:42][CH:41]([CH3:45])[NH:40][CH:39]([CH3:38])[CH2:44]5)=[NH:37])=[CH:7][CH:8]=4)[N:14]=[CH:15][C:16]=3[CH2:22][N:21]=[C:20]([C:23]3[C:28]([F:29])=[CH:27][CH:26]=[CH:25][C:24]=3[F:30])[C:19]=2[CH:31]=1. The yield is 0.300.